Dataset: Reaction yield outcomes from USPTO patents with 853,638 reactions. Task: Predict the reaction yield, written as a fraction of the theoretical maximum amount of product (1.0 means a 100% yield; for example, 0.34 means a 34% yield). (1) The product is [CH2:2]([C:1]1[O:18][C:13]([C:14]([F:15])([F:16])[F:17])=[C:7]([C:8]([O:10][CH2:11][CH3:12])=[O:9])[N:4]=1)[CH3:3]. The reactants are [C:1](#[N:4])[CH2:2][CH3:3].[N+](=[C:7]([C:13](=[O:18])[C:14]([F:17])([F:16])[F:15])[C:8]([O:10][CH2:11][CH3:12])=[O:9])=[N-]. The yield is 0.430. The catalyst is C([O-])(=O)C.[Rh+3].C([O-])(=O)C.C([O-])(=O)C. (2) The reactants are N1C=CC=CC=1.[NH2:7][C:8]1[CH:27]=[CH:26][CH:25]=[CH:24][C:9]=1[C:10]([NH:12][C:13]1[CH:23]=[CH:22][CH:21]=[CH:20][C:14]=1[C:15]([O:17][CH2:18][CH3:19])=[O:16])=[O:11].[C:28](Cl)(=[O:35])[C:29]1[CH:34]=[CH:33][CH:32]=[CH:31][CH:30]=1. The catalyst is C(Cl)Cl. The product is [C:28]([NH:7][C:8]1[CH:27]=[CH:26][CH:25]=[CH:24][C:9]=1[C:10]([NH:12][C:13]1[CH:23]=[CH:22][CH:21]=[CH:20][C:14]=1[C:15]([O:17][CH2:18][CH3:19])=[O:16])=[O:11])(=[O:35])[C:29]1[CH:34]=[CH:33][CH:32]=[CH:31][CH:30]=1. The yield is 0.620. (3) The reactants are Cl.[NH2:2][C@@H:3]([CH2:19][C:20]1[CH:25]=[CH:24][CH:23]=[CH:22][CH:21]=1)[C:4]([N:6]1[CH2:11][CH2:10][N:9]([CH2:12][C:13]2[CH:18]=[CH:17][CH:16]=[CH:15][CH:14]=2)[CH2:8][CH2:7]1)=[O:5].CCN(C(C)C)C(C)C.[CH2:35]([O:39][C:40]1[CH:47]=[CH:46][C:43]([CH:44]=O)=[CH:42][CH:41]=1)[CH2:36][CH2:37][CH3:38].[BH4-].[Na+]. The catalyst is CO.O. The product is [CH2:12]([N:9]1[CH2:10][CH2:11][N:6]([C:4](=[O:5])[C@@H:3]([NH:2][CH2:44][C:43]2[CH:46]=[CH:47][C:40]([O:39][CH2:35][CH2:36][CH2:37][CH3:38])=[CH:41][CH:42]=2)[CH2:19][C:20]2[CH:25]=[CH:24][CH:23]=[CH:22][CH:21]=2)[CH2:7][CH2:8]1)[C:13]1[CH:18]=[CH:17][CH:16]=[CH:15][CH:14]=1. The yield is 0.670. (4) The reactants are [CH3:1][C:2]1([CH3:16])[CH2:6][C:5]2[CH:7]=[CH:8][CH:9]=[C:10]([C:11]([O:13][CH2:14][CH3:15])=[O:12])[C:4]=2[O:3]1.[N+:17]([O-])([OH:19])=[O:18]. The catalyst is FC(F)(F)C(O)=O. The product is [CH3:1][C:2]1([CH3:16])[CH2:6][C:5]2[CH:7]=[C:8]([N+:17]([O-:19])=[O:18])[CH:9]=[C:10]([C:11]([O:13][CH2:14][CH3:15])=[O:12])[C:4]=2[O:3]1. The yield is 0.830. (5) The reactants are [CH3:1][O:2][P:3]([CH2:7][NH:8][S:9]([C:12]1[S:13][C:14]2[CH:20]=[CH:19][CH:18]=[CH:17][C:15]=2[CH:16]=1)(=[O:11])=[O:10])(=[O:6])[O:4][CH3:5].[C:21](=O)([O-])[O-].[Cs+].[Cs+].CI. The catalyst is CN(C=O)C. The product is [CH3:1][O:2][P:3]([CH2:7][N:8]([S:9]([C:12]1[S:13][C:14]2[CH:20]=[CH:19][CH:18]=[CH:17][C:15]=2[CH:16]=1)(=[O:10])=[O:11])[CH3:21])(=[O:6])[O:4][CH3:5]. The yield is 0.630. (6) The reactants are [NH2:1][C:2]1[CH:11]=[C:10]2[C:5]([C:6]([Br:16])=[N:7][N:8]([CH:13]([CH3:15])[CH3:14])[C:9]2=[O:12])=[CH:4][CH:3]=1.[H-].[Na+].[CH3:19][N:20]=[C:21]=[O:22]. The catalyst is C1COCC1. The product is [Br:16][C:6]1[C:5]2[C:10](=[CH:11][C:2]([NH:1][C:21]([NH:20][CH3:19])=[O:22])=[CH:3][CH:4]=2)[C:9](=[O:12])[N:8]([CH:13]([CH3:14])[CH3:15])[N:7]=1. The yield is 0.780.